Task: Predict the reactants needed to synthesize the given product.. Dataset: Full USPTO retrosynthesis dataset with 1.9M reactions from patents (1976-2016) (1) Given the product [F:21][C:22]([F:36])([F:35])[O:23][C:10]1[CH:9]=[C:8]2[C:3]([CH:4]=[C:5]([O:13][S:14]([C:17]([F:20])([F:19])[F:18])(=[O:16])=[O:15])[N:6]=[CH:7]2)=[CH:2][CH:11]=1, predict the reactants needed to synthesize it. The reactants are: Cl[C:2]1[CH:11]=[CH:10][C:9](F)=[C:8]2[C:3]=1[CH:4]=[C:5]([O:13][S:14]([C:17]([F:20])([F:19])[F:18])(=[O:16])=[O:15])[N:6]=[CH:7]2.[F:21][C:22]([F:36])([F:35])[O:23]C1C=C2C(C=C(O)N=C2)=CC=1.S(OS(C(F)(F)F)(=O)=O)(C(F)(F)F)(=O)=O.CCN(CC)CC. (2) Given the product [OH:11][C:12]1[C:13](=[O:46])[N:14]([C:39]2[N:40]=[N:41][C:42]([CH3:45])=[CH:43][CH:44]=2)[C@H:15]([C:28]2[CH:33]=[CH:32][C:31]([O:34][C:35]([F:37])([F:38])[F:36])=[CH:30][CH:29]=2)[C:16]=1[C:17](=[O:27])[C:18]1[CH:23]=[CH:22][C:21]([CH:24]([CH3:26])[CH3:25])=[CH:20][CH:19]=1, predict the reactants needed to synthesize it. The reactants are: COC(=O)[C@H]([O:11][C:12]1[C:13](=[O:46])[N:14]([C:39]2[N:40]=[N:41][C:42]([CH3:45])=[CH:43][CH:44]=2)[C@H:15]([C:28]2[CH:33]=[CH:32][C:31]([O:34][C:35]([F:38])([F:37])[F:36])=[CH:30][CH:29]=2)[C:16]=1[C:17](=[O:27])[C:18]1[CH:23]=[CH:22][C:21]([CH:24]([CH3:26])[CH3:25])=[CH:20][CH:19]=1)C1C=CC=CC=1. (3) Given the product [C:1]([O:5][CH:6]([C:12]1[C:16]([C:34]2[CH2:39][CH2:38][CH2:37][CH2:36][CH:35]=2)=[C:15]([CH3:26])[S:14][C:13]=1[CH3:27])[C:7]([O:9][CH2:10][CH3:11])=[O:8])([CH3:2])([CH3:3])[CH3:4], predict the reactants needed to synthesize it. The reactants are: [C:1]([O:5][CH:6]([C:12]1[C:16](B2OC(C)(C)C(C)(C)O2)=[C:15]([CH3:26])[S:14][C:13]=1[CH3:27])[C:7]([O:9][CH2:10][CH3:11])=[O:8])([CH3:4])([CH3:3])[CH3:2].FC(F)(F)S(O[C:34]1[CH2:39][CH2:38][CH2:37][CH2:36][CH:35]=1)(=O)=O.C(=O)([O-])[O-].[Cs+].[Cs+]. (4) Given the product [CH3:1][O:2][C:3]1[C:4]([NH2:9])=[N:5][CH:6]=[C:7]([Cl:10])[CH:8]=1, predict the reactants needed to synthesize it. The reactants are: [CH3:1][O:2][C:3]1[C:4]([NH2:9])=[N:5][CH:6]=[CH:7][CH:8]=1.[Cl:10]N1C(=O)CCC1=O. (5) Given the product [Cl:23][C:20]1[CH:19]=[CH:18][C:17]([N:13]2[C:12]([C:24]([NH:26][CH3:27])=[O:25])=[C:11]3[C:15]([CH:16]=[C:8]([N:7]([CH2:6][CH2:5][CH:3]4[CH2:4][N:1]([CH3:35])[CH2:2]4)[S:31]([CH3:34])(=[O:33])=[O:32])[C:9]([CH:28]4[CH2:29][CH2:30]4)=[CH:10]3)=[N:14]2)=[CH:22][CH:21]=1, predict the reactants needed to synthesize it. The reactants are: [NH:1]1[CH2:4][CH:3]([CH2:5][CH2:6][N:7]([S:31]([CH3:34])(=[O:33])=[O:32])[C:8]2[C:9]([CH:28]3[CH2:30][CH2:29]3)=[CH:10][C:11]3[C:15]([CH:16]=2)=[N:14][N:13]([C:17]2[CH:22]=[CH:21][C:20]([Cl:23])=[CH:19][CH:18]=2)[C:12]=3[C:24]([NH:26][CH3:27])=[O:25])[CH2:2]1.[CH2:35]=O.[BH4-].[Na+].O.